From a dataset of Full USPTO retrosynthesis dataset with 1.9M reactions from patents (1976-2016). Predict the reactants needed to synthesize the given product. (1) Given the product [Cl:8][C:9]1[CH:10]=[CH:11][C:12]([F:37])=[C:13]([NH:15][C:16]2[CH:21]=[C:20]([NH:22][CH2:23][CH:24]([N:26]3[CH2:27][CH2:28][O:29][CH2:30][CH2:31]3)[CH3:25])[N:19]3[N:32]=[CH:33][C:34]([CH:35]=[C:7]4[NH:1][C:2](=[O:3])[NH:4][C:5]4=[O:6])=[C:18]3[N:17]=2)[CH:14]=1, predict the reactants needed to synthesize it. The reactants are: [NH:1]1[CH2:7][C:5](=[O:6])[NH:4][C:2]1=[O:3].[Cl:8][C:9]1[CH:10]=[CH:11][C:12]([F:37])=[C:13]([NH:15][C:16]2[CH:21]=[C:20]([NH:22][CH2:23][CH:24]([N:26]3[CH2:31][CH2:30][O:29][CH2:28][CH2:27]3)[CH3:25])[N:19]3[N:32]=[CH:33][C:34]([CH:35]=O)=[C:18]3[N:17]=2)[CH:14]=1.N1CCCCC1. (2) The reactants are: [CH3:1][O:2][C:3]1[CH:4]=[C:5]([NH:11][C:12]2[N:25]=[C:15]3[NH:16][C:17](=O)[C:18]4[C:23]([N:14]3[N:13]=2)=[CH:22][CH:21]=[CH:20][CH:19]=4)[CH:6]=[CH:7][C:8]=1[O:9][CH3:10].P(Cl)(Cl)([Cl:28])=O. Given the product [Cl:28][C:17]1[C:18]2[C:23](=[CH:22][CH:21]=[CH:20][CH:19]=2)[N:14]2[N:13]=[C:12]([NH:11][C:5]3[CH:6]=[CH:7][C:8]([O:9][CH3:10])=[C:3]([O:2][CH3:1])[CH:4]=3)[N:25]=[C:15]2[N:16]=1, predict the reactants needed to synthesize it. (3) Given the product [Cl:28][C:10]1[CH:9]=[C:8]([NH:7][C:4]2[N:3]=[C:2]([NH2:1])[NH:6][N:5]=2)[CH:13]=[C:12]([Cl:14])[C:11]=1[C:15]1[CH2:20][CH2:19][NH:18][CH2:17][CH:16]=1, predict the reactants needed to synthesize it. The reactants are: [NH2:1][C:2]1[NH:6][N:5]=[C:4]([NH:7][C:8]2[CH:13]=[C:12]([Cl:14])[C:11]([C:15]3[CH2:20][CH2:19][N:18](C(OC(C)(C)C)=O)[CH2:17][CH:16]=3)=[C:10]([Cl:28])[CH:9]=2)[N:3]=1.Cl.O1CCOCC1.C([O-])(O)=O.[Na+]. (4) Given the product [CH2:14]([O:12][C:8]1[CH:9]=[N:10][C:11]2[C:6]([CH:7]=1)=[C:5]([F:13])[CH:4]=[N:3][C:2]=2[Cl:1])[C:15]#[C:16][CH3:17], predict the reactants needed to synthesize it. The reactants are: [Cl:1][C:2]1[N:3]=[CH:4][C:5]([F:13])=[C:6]2[C:11]=1[N:10]=[CH:9][C:8]([OH:12])=[CH:7]2.[CH2:14](O)[C:15]#[C:16][CH3:17].C1(P(C2C=CC=CC=2)C2C=CC=CC=2)C=CC=CC=1.N(C(OC(C)C)=O)=NC(OC(C)C)=O. (5) Given the product [F:1][C:2]1[CH:7]=[C:6]([F:8])[CH:5]=[C:4]([F:9])[C:3]=1[CH2:10][CH2:11][C:12]([O:14][CH2:15][CH3:16])=[O:13], predict the reactants needed to synthesize it. The reactants are: [F:1][C:2]1[CH:7]=[C:6]([F:8])[CH:5]=[C:4]([F:9])[C:3]=1/[CH:10]=[CH:11]/[C:12]([O:14][CH2:15][CH3:16])=[O:13].C(O)=O. (6) Given the product [C:1]([O:7][CH2:8][CH2:9][Si:10]([CH3:15])([CH3:14])[CH3:11])(=[O:6])[CH2:2][C:3]([CH3:5])=[O:4], predict the reactants needed to synthesize it. The reactants are: [C:1]([O:7][CH3:8])(=[O:6])[CH2:2][C:3]([CH3:5])=[O:4].[CH3:9][Si:10]([CH3:15])([CH3:14])[CH2:11]CO. (7) Given the product [CH:1]1([N:4]([CH:5]([C:7]2[CH:12]=[C:11]([CH:13]=[CH2:14])[N:10]=[C:9](/[CH:15]=[CH:16]/[CH2:30][NH:29][C:27]([O:26][CH3:22])=[O:28])[CH:8]=2)[CH3:6])[C:35]([C@@H:31]2[O:32][CH2:33][CH2:34][N:29]([C:27]([O:26][C:22]([CH3:23])([CH3:24])[CH3:25])=[O:28])[CH2:30]2)=[O:37])[CH2:2][CH2:3]1, predict the reactants needed to synthesize it. The reactants are: [CH:1]1([NH:4][CH:5]([C:7]2[CH:12]=[C:11]([CH:13]=[CH2:14])[N:10]=[C:9](/[CH:15]=[CH:16]/NC(=O)OC)[CH:8]=2)[CH3:6])[CH2:3][CH2:2]1.[C:22]([O:26][C:27]([N:29]1[CH2:34][CH2:33][O:32][C@@H:31]([C:35]([OH:37])=O)[CH2:30]1)=[O:28])([CH3:25])([CH3:24])[CH3:23].